Dataset: Full USPTO retrosynthesis dataset with 1.9M reactions from patents (1976-2016). Task: Predict the reactants needed to synthesize the given product. (1) Given the product [C:32]([O:31][C:27]1[C:26]([CH3:35])=[C:25]([CH:30]=[CH:29][CH:28]=1)[C:23]([NH:1][C@@H:2]([CH2:8][C:9]1[CH:14]=[CH:13][CH:12]=[CH:11][CH:10]=1)[C@H:3]([OH:7])[C:4]([OH:6])=[O:5])=[O:24])(=[O:34])[CH3:33], predict the reactants needed to synthesize it. The reactants are: [NH2:1][C@@H:2]([CH2:8][C:9]1[CH:14]=[CH:13][CH:12]=[CH:11][CH:10]=1)[C@H:3]([OH:7])[C:4]([OH:6])=[O:5].CCN(CC)CC.Cl[C:23]([C:25]1[C:26]([CH3:35])=[C:27]([O:31][C:32](=[O:34])[CH3:33])[CH:28]=[CH:29][CH:30]=1)=[O:24].Cl.[Na+].[Cl-]. (2) Given the product [ClH:10].[NH2:1][C:2]1([C:7]([O:9][CH3:11])=[O:8])[CH2:6][CH2:5][CH2:4][CH2:3]1, predict the reactants needed to synthesize it. The reactants are: [NH2:1][C:2]1([C:7]([OH:9])=[O:8])[CH2:6][CH2:5][CH2:4][CH2:3]1.[ClH:10].[CH3:11]O. (3) Given the product [Br:1][C:2]1[CH:3]=[C:4]2[C:9](=[CH:10][CH:11]=1)[N:8]=[C:7]([CH2:12][NH2:15])[CH:6]=[CH:5]2, predict the reactants needed to synthesize it. The reactants are: [Br:1][C:2]1[CH:3]=[C:4]2[C:9](=[CH:10][CH:11]=1)[N:8]=[C:7]([CH2:12]Cl)[CH:6]=[CH:5]2.C[N:15](C=O)C.CC#N.C1(=O)NC(=O)C2=CC=CC=C12.[K].NN. (4) The reactants are: [C:1]1([CH3:8])[CH:6]=[CH:5][CH:4]=[C:3]([CH3:7])[CH:2]=1.[I:9]N1C(C)(C)C(=O)N(C)C1=O. Given the product [I:9][C:6]1[CH:5]=[CH:4][C:3]([CH3:7])=[CH:2][C:1]=1[CH3:8], predict the reactants needed to synthesize it. (5) Given the product [Cl:1][C:2]1[CH:7]=[C:6]([Cl:8])[CH:5]=[CH:4][C:3]=1[C:9]1[N:10]=[C:11]([CH2:28][CH3:29])[C:12]([NH:17][CH:18]2[C:26]3=[N:32][CH:31]=[CH:36][CH:37]=[C:21]3[CH2:20][CH2:19]2)=[N:13][C:14]=1[CH2:15][CH3:16], predict the reactants needed to synthesize it. The reactants are: [Cl:1][C:2]1[CH:7]=[C:6]([Cl:8])[CH:5]=[CH:4][C:3]=1[C:9]1[N:10]=[C:11]([CH2:28][CH3:29])[C:12]([NH:17][C@@H:18]2[C:26]3[C:21](=CC=CC=3)[CH2:20][C@@H:19]2O)=[N:13][C:14]=1[CH2:15][CH3:16].Br[C:31]1[N:32]=[C:36]([CH2:37]C)[C:31](NC2[C:31]3=[N:32]C=CC=[C:36]3[CH2:37]C2)=[N:32][C:36]=1[CH2:37]C. (6) Given the product [NH2:41][CH2:40][CH2:39][C:38]([NH:37][CH:34]1[CH2:33][CH2:32][N:31]([CH2:30][C:29]([NH:28][CH:14]2[CH2:13][C:9]3[CH:10]=[CH:11][CH:12]=[C:7]([C:6]([OH:5])=[O:53])[C:8]=3[O:16][B:15]2[OH:23])=[O:50])[CH2:36][CH2:35]1)=[O:49], predict the reactants needed to synthesize it. The reactants are: C([O:5][C:6](=[O:53])[C:7]1[CH:12]=[CH:11][CH:10]=[C:9]([CH2:13][CH:14]([NH:28][C:29](=[O:50])[CH2:30][N:31]2[CH2:36][CH2:35][CH:34]([NH:37][C:38](=[O:49])[CH2:39][CH2:40][NH:41]C(OC(C)(C)C)=O)[CH2:33][CH2:32]2)[B:15]2[O:23]C3C(C)(C4CC(C3)C4(C)C)[O:16]2)[C:8]=1OC)(C)(C)C.B(Cl)(Cl)Cl. (7) Given the product [CH:1]1([C:4]2[N:8]=[C:7]([C:9]3[C:13]4[C:14]([CH3:20])([CH3:19])[O:15][C:16]([CH3:17])([CH3:18])[C:12]=4[S:11][C:10]=3[N:21]3[C:27](=[O:28])[C:23]4[CH2:24][CH2:25][CH2:26][C:22]=4[C:30]3=[O:29])[O:6][N:5]=2)[CH2:3][CH2:2]1, predict the reactants needed to synthesize it. The reactants are: [CH:1]1([C:4]2[N:8]=[C:7]([C:9]3[C:13]4[C:14]([CH3:20])([CH3:19])[O:15][C:16]([CH3:18])([CH3:17])[C:12]=4[S:11][C:10]=3[NH2:21])[O:6][N:5]=2)[CH2:3][CH2:2]1.[C:22]12[C:30](=O)[O:29][C:27](=[O:28])[C:23]=1[CH2:24][CH2:25][CH2:26]2.C1CCN2C(=NCCC2)CC1.Cl. (8) The reactants are: [OH:1][CH:2]1[CH2:5][N:4]([C:6]([O:8][C:9]([CH3:12])(C)C)=[O:7])[CH2:3]1.N1[CH:17]=[CH:16]N=C1.[Si:18](Cl)([C:31]([CH3:34])([CH3:33])[CH3:32])([C:25]1[CH:30]=[CH:29][CH:28]=[CH:27][CH:26]=1)[C:19]1[CH:24]=[CH:23][CH:22]=[CH:21][CH:20]=1.O. Given the product [Si:18]([O:1][CH:2]1[CH2:3][N:4]([C:6]([O:8][CH2:9][CH2:12][CH2:16][CH3:17])=[O:7])[CH2:5]1)([C:31]([CH3:34])([CH3:33])[CH3:32])([C:25]1[CH:26]=[CH:27][CH:28]=[CH:29][CH:30]=1)[C:19]1[CH:24]=[CH:23][CH:22]=[CH:21][CH:20]=1, predict the reactants needed to synthesize it. (9) Given the product [C:1]([Si:5]([CH3:33])([CH3:34])[O:6][C@H:7]1[CH2:15][CH2:14][CH2:13][C@@:12]2([CH3:16])[C@H:8]1[CH2:9][CH2:10][C@@H:11]2[C@:17]([CH3:32])([CH2:18][CH2:19][CH2:20][C:21]([CH3:22])([O:23][Si:24]([CH3:26])([CH3:25])[CH3:27])[CH3:28])[CH2:29][C:30]#[C:31][C:37]([C:39]([F:42])([F:41])[F:40])([OH:38])[C:36]([F:44])([F:43])[F:35])([CH3:4])([CH3:3])[CH3:2], predict the reactants needed to synthesize it. The reactants are: [C:1]([Si:5]([CH3:34])([CH3:33])[O:6][C@H:7]1[CH2:15][CH2:14][CH2:13][C@@:12]2([CH3:16])[C@H:8]1[CH2:9][CH2:10][C@@H:11]2[C@@:17]([CH3:32])([CH2:29][C:30]#[CH:31])[CH2:18][CH2:19][CH2:20][C:21]([CH3:28])([O:23][Si:24]([CH3:27])([CH3:26])[CH3:25])[CH3:22])([CH3:4])([CH3:3])[CH3:2].[F:35][C:36]([F:44])([F:43])[C:37]([C:39]([F:42])([F:41])[F:40])=[O:38].C(=O)=O.C([Li])CCC.[Cl-].[NH4+]. (10) Given the product [O:8]=[C:9]([CH2:17][CH3:18])[CH2:10][S:11][CH2:12][C:13]([O:15][CH3:16])=[O:14], predict the reactants needed to synthesize it. The reactants are: C(N(CC)CC)C.[OH:8][CH:9]([CH2:17][CH3:18])[CH2:10][S:11][CH2:12][C:13]([O:15][CH3:16])=[O:14].O.